Task: Binary Classification. Given a drug SMILES string, predict its activity (active/inactive) in a high-throughput screening assay against a specified biological target.. Dataset: HIV replication inhibition screening data with 41,000+ compounds from the AIDS Antiviral Screen (1) The drug is OC1(c2ccccc2)CC2CCC(C1)N2CCCC1(c2ccc(F)cc2)OCCO1. The result is 0 (inactive). (2) The drug is O=C(NN=Cc1ccco1)c1cccnc1. The result is 0 (inactive). (3) The molecule is COC(=O)C=Cc1c(CC=C(C)C)ncn1C. The result is 0 (inactive). (4) The compound is COC(=O)C1(F)C(=O)NC(=O)NC1O. The result is 0 (inactive).